This data is from Catalyst prediction with 721,799 reactions and 888 catalyst types from USPTO. The task is: Predict which catalyst facilitates the given reaction. (1) Reactant: C(=O)([O-])[O-].[K+].[K+].O1CCOCC1.[CH:13]1([C:19]#[C:20][C:21]([C:23]2[N:28]=[C:27]([C:29]([O:31][CH3:32])=[O:30])[CH:26]=[CH:25][CH:24]=2)=[O:22])[CH2:18][CH2:17][CH2:16][CH2:15][CH2:14]1.CC1C=C(C)C=C(C)C=1S([O-])(=O)=O.[NH2:46][N+:47]1[CH:52]=[CH:51][CH:50]=[C:49]([O:53][CH3:54])[CH:48]=1. Product: [CH:13]1([C:19]2[C:20]([C:21]([C:23]3[N:28]=[C:27]([C:29]([O:31][CH3:32])=[O:30])[CH:26]=[CH:25][CH:24]=3)=[O:22])=[C:52]3[CH:51]=[CH:50][C:49]([O:53][CH3:54])=[CH:48][N:47]3[N:46]=2)[CH2:18][CH2:17][CH2:16][CH2:15][CH2:14]1. The catalyst class is: 13. (2) Reactant: [F:1][C:2]1[CH:7]=[CH:6][CH:5]=[CH:4][C:3]=1[OH:8].S(O[CH:20]1[CH2:25][CH2:24][CH:23]([C:26]([O:28][CH2:29][CH3:30])=[O:27])[CH2:22][CH2:21]1)(C1C=CC(C)=CC=1)(=O)=O.C(=O)([O-])[O-].[Cs+].[Cs+]. Product: [F:1][C:2]1[CH:7]=[CH:6][CH:5]=[CH:4][C:3]=1[O:8][CH:20]1[CH2:25][CH2:24][CH:23]([C:26]([O:28][CH2:29][CH3:30])=[O:27])[CH2:22][CH2:21]1. The catalyst class is: 31. (3) Reactant: C1(P(C2C=CC=CC=2)C2C=CC3C(=CC=CC=3)C=2C2C3C(=CC=CC=3)C=CC=2P(C2C=CC=CC=2)C2C=CC=CC=2)C=CC=CC=1.[CH3:47][O:48][C:49]([C:51]1[N:52]([CH2:69][C:70]2[CH:75]=[CH:74][C:73]([C:76]([O:78][C:79]([CH3:82])([CH3:81])[CH3:80])=[O:77])=[CH:72][CH:71]=2)[C:53](=[O:68])[C:54]2[C:59]([C:60]=1[C:61]1[CH:66]=[CH:65][CH:64]=[CH:63][CH:62]=1)=[CH:58][C:57](Br)=[CH:56][CH:55]=2)=[O:50].[CH2:83]([NH2:90])[C:84]1[CH:89]=[CH:88][CH:87]=[CH:86][CH:85]=1.CC(C)([O-])C.[Na+]. Product: [CH3:47][O:48][C:49]([C:51]1[N:52]([CH2:69][C:70]2[CH:75]=[CH:74][C:73]([C:76]([O:78][C:79]([CH3:82])([CH3:81])[CH3:80])=[O:77])=[CH:72][CH:71]=2)[C:53](=[O:68])[C:54]2[C:59]([C:60]=1[C:61]1[CH:66]=[CH:65][CH:64]=[CH:63][CH:62]=1)=[CH:58][C:57]([NH:90][CH2:83][C:84]1[CH:89]=[CH:88][CH:87]=[CH:86][CH:85]=1)=[CH:56][CH:55]=2)=[O:50]. The catalyst class is: 706. (4) Reactant: C(O[C:6](=O)[N:7]([CH2:9][C:10]1[CH:11]=[N:12][C:13]([F:40])=[CH:14][C:15]=1[C:16]1[C:21]2[S:22][C:23]([C:25]3[C:30]([F:31])=[CH:29][N:28]=[C:27]([NH:32][CH2:33][CH2:34][N:35]4[CH:39]=[CH:38][N:37]=[N:36]4)[N:26]=3)=[CH:24][C:20]=2[CH:19]=[CH:18][CH:17]=1)C)(C)(C)C.C(O)(C(F)(F)F)=O. Product: [N:35]1([CH2:34][CH2:33][NH:32][C:27]2[N:26]=[C:25]([C:23]3[S:22][C:21]4[C:16]([C:15]5[C:10]([CH2:9][NH:7][CH3:6])=[CH:11][N:12]=[C:13]([F:40])[CH:14]=5)=[CH:17][CH:18]=[CH:19][C:20]=4[CH:24]=3)[C:30]([F:31])=[CH:29][N:28]=2)[CH:39]=[CH:38][N:37]=[N:36]1. The catalyst class is: 2. (5) Reactant: I[CH2:2][C:3]([CH2:44][O:45][CH2:46][CH2:47][CH2:48][CH2:49][CH2:50][CH2:51][CH2:52][CH2:53][CH2:54][CH2:55][CH2:56][CH2:57][CH2:58][CH2:59][CH2:60][CH2:61][CH2:62][CH3:63])([CH2:24][O:25][CH2:26][CH2:27][CH2:28][CH2:29][CH2:30][CH2:31][CH2:32][CH2:33][CH2:34][CH2:35][CH2:36][CH2:37][CH2:38][CH2:39][CH2:40][CH2:41][CH2:42][CH3:43])[CH2:4][O:5][CH2:6][CH2:7][CH2:8][CH2:9][CH2:10][CH2:11][CH2:12][CH2:13][CH2:14][CH2:15][CH2:16][CH2:17][CH2:18][CH2:19][CH2:20][CH2:21][CH2:22][CH3:23].[OH:64][C:65]1[CH:77]=[CH:76][C:75]2[C:74]3[C:69](=[CH:70][CH:71]=[CH:72][CH:73]=3)[C:68](=[O:78])[C:67]=2[CH:66]=1.C(=O)([O-])[O-].[K+].[K+].Cl. Product: [CH2:46]([O:45][CH2:44][C:3]([CH2:4][O:5][CH2:6][CH2:7][CH2:8][CH2:9][CH2:10][CH2:11][CH2:12][CH2:13][CH2:14][CH2:15][CH2:16][CH2:17][CH2:18][CH2:19][CH2:20][CH2:21][CH2:22][CH3:23])([CH2:24][O:25][CH2:26][CH2:27][CH2:28][CH2:29][CH2:30][CH2:31][CH2:32][CH2:33][CH2:34][CH2:35][CH2:36][CH2:37][CH2:38][CH2:39][CH2:40][CH2:41][CH2:42][CH3:43])[CH2:2][O:64][C:65]1[CH:77]=[CH:76][C:75]2[C:74]3[C:69](=[CH:70][CH:71]=[CH:72][CH:73]=3)[C:68](=[O:78])[C:67]=2[CH:66]=1)[CH2:47][CH2:48][CH2:49][CH2:50][CH2:51][CH2:52][CH2:53][CH2:54][CH2:55][CH2:56][CH2:57][CH2:58][CH2:59][CH2:60][CH2:61][CH2:62][CH3:63]. The catalyst class is: 3. (6) Reactant: [CH3:1][C:2]1[CH:7]=[CH:6][N:5]=[C:4]([NH:8][C:9]2[CH:14]=[C:13]([C:15]3[N:16]=[N:17][N:18]([CH2:20][C:21]([CH3:23])=[CH2:22])[CH:19]=3)[CH:12]=[C:11]([CH3:24])[CH:10]=2)[N:3]=1.C[N+]1([O-])CC[O:29]CC1.C1COCC1.[OH2:38]. Product: [CH3:22][C:21]([OH:29])([CH2:20][N:18]1[CH:19]=[C:15]([C:13]2[CH:14]=[C:9]([NH:8][C:4]3[N:3]=[C:2]([CH3:1])[CH:7]=[CH:6][N:5]=3)[CH:10]=[C:11]([CH3:24])[CH:12]=2)[N:16]=[N:17]1)[CH2:23][OH:38]. The catalyst class is: 771. (7) Reactant: [F:1][C:2]1[CH:7]=[C:6]([I:8])[CH:5]=[CH:4][C:3]=1[NH:9][C:10]1[CH:18]=[C:17]2[C:13]([CH2:14][NH:15][C:16]2=[O:19])=[CH:12][C:11]=1[C:20]([OH:22])=O.[CH:23]([O:25][CH2:26][CH2:27][O:28][NH2:29])=[CH2:24].C1C=CC2N(O)N=NC=2C=1.CCN=C=NCCCN(C)C.Cl.CCN(C(C)C)C(C)C. Product: [CH:23]([O:25][CH2:26][CH2:27][O:28][NH:29][C:20]([C:11]1[CH:12]=[C:13]2[C:17](=[CH:18][C:10]=1[NH:9][C:3]1[CH:4]=[CH:5][C:6]([I:8])=[CH:7][C:2]=1[F:1])[C:16](=[O:19])[NH:15][CH2:14]2)=[O:22])=[CH2:24]. The catalyst class is: 3. (8) Reactant: [F:1][C:2]1[CH:7]=[C:6]([C:8]([F:11])([F:10])[F:9])[CH:5]=[C:4]([O:12][CH2:13][CH2:14][CH2:15][S:16]([CH3:19])(=[O:18])=[O:17])[CH:3]=1.[Br:20]Br.C([O-])(O)=O.[Na+]. Product: [Br:20][C:7]1[C:6]([C:8]([F:9])([F:11])[F:10])=[CH:5][C:4]([O:12][CH2:13][CH2:14][CH2:15][S:16]([CH3:19])(=[O:17])=[O:18])=[CH:3][C:2]=1[F:1]. The catalyst class is: 52.